From a dataset of Full USPTO retrosynthesis dataset with 1.9M reactions from patents (1976-2016). Predict the reactants needed to synthesize the given product. (1) Given the product [N:5]1[CH:6]=[CH:7][N:8]2[CH:13]=[C:12]([C:14]3[N:23]=[C:22]([NH:24][CH2:25][CH:26]([C:33]4[CH:38]=[CH:37][CH:36]=[CH:35][CH:34]=4)[C:7]4[CH:6]=[N:5][CH:9]=[CH:2][CH:3]=4)[C:21]4[C:16](=[CH:17][CH:18]=[CH:19][CH:20]=4)[N:15]=3)[CH:11]=[N:10][C:9]=12, predict the reactants needed to synthesize it. The reactants are: Cl[CH2:2][CH:3]=O.[N:5]1[CH:6]=[CH:7][N:8]2[CH:13]=[C:12]([C:14]3[N:23]=[C:22]([NH:24][CH2:25][CH:26]([C:33]4[CH:38]=[CH:37][CH:36]=[CH:35][CH:34]=4)N4CCCCC4)[C:21]4[C:16](=[CH:17][CH:18]=[CH:19][CH:20]=4)[N:15]=3)[CH:11]=[N:10][C:9]=12. (2) Given the product [CH3:36][C:29]1[C:30](=[O:53])[CH2:31][CH2:32][C:33]([CH3:35])([CH3:34])[C:28]=1/[CH:27]=[CH:26]/[C:25](/[CH3:37])=[CH:24]/[CH:23]=[CH:22]/[C:21](/[CH3:38])=[CH:20]/[CH:19]=[CH:18]/[CH:17]=[C:16](\[CH3:39])/[CH:15]=[CH:14]/[CH:13]=[C:12](\[CH3:40])/[CH:11]=[CH:10]/[C:3]1[C:4]([CH3:8])([CH3:9])[CH2:5][CH2:6][C:7](=[O:42])[C:2]=1[CH3:1], predict the reactants needed to synthesize it. The reactants are: [CH3:1][C:2]1[CH2:7][CH2:6][CH2:5][C:4]([CH3:9])([CH3:8])[C:3]=1/[CH:10]=[CH:11]/[C:12](/[CH3:40])=[CH:13]/[CH:14]=[CH:15]/[C:16](/[CH3:39])=[CH:17]/[CH:18]=[CH:19]/[CH:20]=[C:21](\[CH3:38])/[CH:22]=[CH:23]/[CH:24]=[C:25](\[CH3:37])/[CH:26]=[CH:27]/[C:28]1[C:33]([CH3:35])([CH3:34])[CH2:32][CH2:31][CH2:30][C:29]=1[CH3:36].I([O-])(=O)(=O)=[O:42].[Na+].II.C(Cl)(Cl)Cl.[OH2:53]. (3) Given the product [CH:2]([O:4][S:21]([C:17]1[CH:18]=[C:19]2[C:14](=[CH:15][CH:16]=1)[NH:13][C:12](=[O:11])[CH2:20]2)(=[O:22])=[O:23])([CH3:3])[CH3:1], predict the reactants needed to synthesize it. The reactants are: [CH3:1][CH:2]([OH:4])[CH3:3].N1C=CC=CC=1.[O:11]=[C:12]1[CH2:20][C:19]2[C:14](=[CH:15][CH:16]=[C:17]([S:21](Cl)(=[O:23])=[O:22])[CH:18]=2)[NH:13]1. (4) Given the product [N:28]1([N:33]=[C:34]2[CH:35]=[CH:36][C:37]([NH:40][C:21]([C@@H:20]3[CH2:19][C:18]4[C:13](=[CH:14][C:15]([O:26][CH3:27])=[C:16]([O:24][CH3:25])[CH:17]=4)[CH2:12][N:11]3[C:9]([NH:8][C:5]3[CH:4]=[CH:3][C:2]([Cl:1])=[CH:7][CH:6]=3)=[O:10])=[O:23])=[CH:38][CH2:39]2)[CH2:29][CH2:30][CH2:31][CH2:32]1, predict the reactants needed to synthesize it. The reactants are: [Cl:1][C:2]1[CH:7]=[CH:6][C:5]([NH:8][C:9]([N:11]2[C@H:20]([C:21]([OH:23])=O)[CH2:19][C:18]3[C:13](=[CH:14][C:15]([O:26][CH3:27])=[C:16]([O:24][CH3:25])[CH:17]=3)[CH2:12]2)=[O:10])=[CH:4][CH:3]=1.[N:28]1([N:33]=[C:34]2[CH:39]=[CH:38][C:37]([NH2:40])=[CH:36][CH2:35]2)[CH2:32][CH2:31][CH2:30][CH2:29]1.C(Cl)CCl. (5) The reactants are: CC(C)N=C=NC(C)C.F[C@H]([C@@H](F)CCCCC)CO[C:14]1[CH:15]=[N:16][C:17]([C:20]2[CH:25]=[CH:24][C:23]([O:26][CH2:27][CH2:28][CH2:29][CH2:30][Si:31]([CH3:54])([CH3:53])[CH2:32][CH2:33][C:34]([F:52])([F:51])[C:35]([F:50])([F:49])[C:36]([F:48])([F:47])[C:37]([F:46])([F:45])[C:38]([F:44])([F:43])[C:39]([F:42])([F:41])[F:40])=[CH:22][CH:21]=2)=[N:18][CH:19]=1.[CH2:62]([C@H:67]1[CH2:72][CH2:71][C@H:70]([C:73]([OH:75])=[O:74])[CH2:69][CH2:68]1)[CH2:63][CH2:64][CH2:65][CH3:66]. Given the product [CH3:54][Si:31]([CH3:53])([CH2:32][CH2:33][C:34]([F:52])([F:51])[C:35]([F:49])([F:50])[C:36]([F:47])([F:48])[C:37]([F:45])([F:46])[C:38]([F:43])([F:44])[C:39]([F:40])([F:41])[F:42])[CH2:30][CH2:29][CH2:28][CH2:27][O:26][C:23]1[CH:24]=[CH:25][C:20]([C:17]2[N:16]=[CH:15][C:14]([O:74][C:73]([C@H:70]3[CH2:69][CH2:68][C@H:67]([CH2:62][CH2:63][CH2:64][CH2:65][CH3:66])[CH2:72][CH2:71]3)=[O:75])=[CH:19][N:18]=2)=[CH:21][CH:22]=1, predict the reactants needed to synthesize it. (6) Given the product [CH3:55][O:54][C:52]([NH:51][C@@H:47]([CH:48]([CH3:50])[CH3:49])[C:46]([N:42]1[CH2:43][CH2:44][CH2:45][C@H:41]1[C:39]1[NH:38][C:37]2[C:57]3[C:33]([CH:34]=[CH:35][C:36]=2[N:40]=1)=[CH:32][C:31]([C:26]1[CH:27]=[C:28]2[C:23](=[CH:24][CH:25]=1)[CH:22]=[C:21]([C:18]1[NH:17][C:16]([C@@H:12]4[CH2:13][CH2:14][CH2:15][N:11]4[C:9](=[O:10])[C@@H:5]([NH:4][C:3](=[O:60])[O:2][CH3:1])[CH:6]([CH3:8])[CH3:7])=[N:20][CH:19]=1)[CH:30]=[CH:29]2)=[CH:59][CH:58]=3)=[O:56])=[O:53], predict the reactants needed to synthesize it. The reactants are: [CH3:1][O:2][C:3](=[O:60])[NH:4][CH:5]([C:9]([N:11]1[CH2:15][CH2:14][CH2:13][CH:12]1[C:16]1[NH:17][C:18]([C:21]2[CH:30]=[CH:29][C:28]3[C:23](=[CH:24][CH:25]=[C:26]([C:31]4[CH:32]=[C:33]5[C:57](=[CH:58][CH:59]=4)[C:37]4[NH:38][C:39]([CH:41]6[CH2:45][CH2:44][CH2:43][N:42]6[C:46](=[O:56])[CH:47]([NH:51][C:52]([O:54][CH3:55])=[O:53])[CH:48]([CH3:50])[CH3:49])=[N:40][C:36]=4[CH2:35][CH2:34]5)[CH:27]=3)[CH:22]=2)=[CH:19][N:20]=1)=[O:10])[CH:6]([CH3:8])[CH3:7]. (7) Given the product [F:1][C:2]1[CH:35]=[CH:34][CH:33]=[CH:32][C:3]=1[CH2:4][N:5]1[C:9](=[O:10])[N:8]([CH2:45][C:41]2[CH:40]=[CH:39][C:38]([CH3:37])=[CH:43][CH:42]=2)[N:7]=[C:6]1[CH2:11][O:12][C:13]([C:26]1[CH:27]=[CH:28][CH:29]=[CH:30][CH:31]=1)([C:20]1[CH:21]=[CH:22][CH:23]=[CH:24][CH:25]=1)[C:14]1[CH:19]=[CH:18][CH:17]=[CH:16][CH:15]=1, predict the reactants needed to synthesize it. The reactants are: [F:1][C:2]1[CH:35]=[CH:34][CH:33]=[CH:32][C:3]=1[CH2:4][N:5]1[C:9](=[O:10])[NH:8][N:7]=[C:6]1[CH2:11][O:12][C:13]([C:26]1[CH:31]=[CH:30][CH:29]=[CH:28][CH:27]=1)([C:20]1[CH:25]=[CH:24][CH:23]=[CH:22][CH:21]=1)[C:14]1[CH:19]=[CH:18][CH:17]=[CH:16][CH:15]=1.C[CH:37](Br)[C:38]1[CH:43]=[CH:42][CH:41]=[CH:40][CH:39]=1.[C:45](=O)([O-])[O-].[K+].[K+].